Dataset: Forward reaction prediction with 1.9M reactions from USPTO patents (1976-2016). Task: Predict the product of the given reaction. (1) Given the reactants [CH3:1][CH2:2][N:3]1[C:9]2[N:10]=[C:11]([N:14]3[CH2:19][CH2:18][NH:17][CH2:16][CH2:15]3)[N:12]=[CH:13][C:8]=2[C:6](=[O:7])[C:5]([C:20]([OH:22])=[O:21])=[CH:4]1.[Cl:23][C:24]1[CH:29]=[CH:28][C:27]([Cl:30])=[CH:26][C:25]=1[N:31]=[C:32]=[S:33], predict the reaction product. The product is: [Cl:23][C:24]1[CH:29]=[CH:28][C:27]([Cl:30])=[CH:26][C:25]=1[NH:31][C:32]([N:17]1[CH2:18][CH2:19][N:14]([C:11]2[N:12]=[CH:13][C:8]3[C:6](=[O:7])[C:5]([C:20]([OH:22])=[O:21])=[CH:4][N:3]([CH2:2][CH3:1])[C:9]=3[N:10]=2)[CH2:15][CH2:16]1)=[S:33]. (2) Given the reactants C([N:3](CC)CC)C.[C:8]1(=[O:18])[NH:12][C:11](=[O:13])[C:10]2=[CH:14][CH:15]=[CH:16][CH:17]=[C:9]12.[K].Cl[CH2:21][C:22]1[N:23]([CH2:35][CH2:36][CH2:37][CH2:38][NH:39][C:40](=[O:46])[O:41][C:42]([CH3:45])([CH3:44])[CH3:43])[C:24]2[C:33]3[N:32]=[CH:31][CH:30]=[CH:29][C:28]=3[N:27]=[CH:26][C:25]=2[N:34]=1, predict the reaction product. The product is: [OH-:13].[NH4+:3].[O:13]=[C:11]1[C:10]2[C:9](=[CH:17][CH:16]=[CH:15][CH:14]=2)[C:8](=[O:18])[N:12]1[CH2:21][C:22]1[N:23]([CH2:35][CH2:36][CH2:37][CH2:38][NH:39][C:40](=[O:46])[O:41][C:42]([CH3:44])([CH3:43])[CH3:45])[C:24]2[C:33]3[N:32]=[CH:31][CH:30]=[CH:29][C:28]=3[N:27]=[CH:26][C:25]=2[N:34]=1. (3) Given the reactants C(O[C:6](=O)[N:7]([C:9]1[S:10][C:11]([C:14]([NH:16][C@@H:17]2[CH:22]3[CH2:23][CH2:24][N:19]([CH2:20][CH2:21]3)[CH2:18]2)=[O:15])=[CH:12][N:13]=1)C)(C)(C)C.[ClH:26].O1CCOCC1, predict the reaction product. The product is: [ClH:26].[N:19]12[CH2:20][CH2:21][CH:22]([CH2:23][CH2:24]1)[C@@H:17]([NH:16][C:14]([C:11]1[S:10][C:9]([NH:7][CH3:6])=[N:13][CH:12]=1)=[O:15])[CH2:18]2.